Dataset: Reaction yield outcomes from USPTO patents with 853,638 reactions. Task: Predict the reaction yield, written as a fraction of the theoretical maximum amount of product (1.0 means a 100% yield; for example, 0.34 means a 34% yield). (1) The reactants are [CH3:14][CH:12]([O:11][C:9](/[N:8]=[N:8]/[C:9]([O:11][CH:12]([CH3:14])C)=[O:10])=[O:10])C.[C:15]([N:18]1[CH2:23][CH2:22][N:21]([CH2:24][CH2:25][CH2:26][O:27][C:28]2[CH:33]=[CH:32][C:31]([CH:34]3[CH2:39][CH2:38]N(C4CCC5N(C(C(F)(F)F)=NN=5)N=4)[CH2:36][CH2:35]3)=[CH:30][CH:29]=2)[CH2:20][CH2:19]1)(=[O:17])[CH3:16].C(N1CCN(CCCO)CC1)(=O)C.[C:66]1(P([C:66]2[CH:71]=[CH:70]C=[CH:68][CH:67]=2)[C:66]2[CH:71]=[CH:70]C=[CH:68][CH:67]=2)[CH:71]=[CH:70]C=[CH:68][CH:67]=1. The catalyst is C1COCC1. The product is [C:15]([N:18]1[CH2:23][CH2:22][N:21]([CH2:24][CH2:25][CH2:26][O:27][C:28]2[CH:29]=[CH:30][C:31]([C:34]3[CH2:35][CH2:36][N:8]([C:9]([O:11][CH2:12][C:14]4[CH:70]=[CH:71][CH:66]=[CH:67][CH:68]=4)=[O:10])[CH2:38][CH:39]=3)=[CH:32][CH:33]=2)[CH2:20][CH2:19]1)(=[O:17])[CH3:16]. The yield is 0.830. (2) The reactants are [H-].[Na+].[CH2:3]([O:5][C:6]([C:8]1[NH:9][C:10]2[C:15]([CH:16]=1)=[CH:14][C:13]([C:17]([O:19][CH2:20][CH3:21])=[O:18])=[CH:12][CH:11]=2)=[O:7])[CH3:4].[CH3:22]I. The catalyst is CN(C=O)C. The product is [CH2:3]([O:5][C:6]([C:8]1[N:9]([CH3:22])[C:10]2[C:15]([CH:16]=1)=[CH:14][C:13]([C:17]([O:19][CH2:20][CH3:21])=[O:18])=[CH:12][CH:11]=2)=[O:7])[CH3:4]. The yield is 0.970. (3) The reactants are CN(C)/[CH:3]=[CH:4]/[C:5]1[C:10]([N+:11]([O-])=O)=[CH:9][N:8]=[C:7]([N:14]=[CH:15][N:16]([CH3:18])[CH3:17])[CH:6]=1. The catalyst is C(O)C.[Pd]. The product is [CH3:17][N:16]([CH3:18])[CH:15]=[N:14][C:7]1[CH:6]=[C:5]2[CH:4]=[CH:3][NH:11][C:10]2=[CH:9][N:8]=1. The yield is 1.05.